Dataset: Forward reaction prediction with 1.9M reactions from USPTO patents (1976-2016). Task: Predict the product of the given reaction. (1) Given the reactants [F:1][C:2]([F:12])([F:11])[C:3]1[CH:8]=[CH:7][C:6]([NH:9][NH2:10])=[CH:5][CH:4]=1.[C:13]([OH:18])(=[O:17])[C:14]([CH3:16])=O, predict the reaction product. The product is: [F:1][C:2]([F:11])([F:12])[C:3]1[CH:4]=[CH:5][C:6]([NH:9][N:10]=[C:14]([CH3:16])[C:13]([OH:18])=[O:17])=[CH:7][CH:8]=1. (2) The product is: [CH2:31]([O:33][C:34](=[O:38])[CH2:35][CH2:36][NH:37][C:14]([C:16]1[S:17][CH:18]=[CH:19][C:20]=1[NH:21][C:22]1[CH:27]=[CH:26][N:25]=[C:24]2[NH:28][CH:29]=[CH:30][C:23]=12)=[O:15])[CH3:32]. Given the reactants C(OC(N1CCC(N[C:14]([C:16]2[S:17][CH:18]=[CH:19][C:20]=2[NH:21][C:22]2[CH:27]=[CH:26][N:25]=[C:24]3[NH:28][CH:29]=[CH:30][C:23]=23)=[O:15])C1)=O)(C)(C)C.[CH2:31]([O:33][C:34](=[O:38])[CH2:35][CH2:36][NH2:37])[CH3:32], predict the reaction product. (3) Given the reactants FC(F)(F)C(O)=O.[O:8]=[C:9]1[C@H:15]2[CH2:16][N:11]([C:12]3[CH:29]=[CH:28][C:27]([C:30]4[CH:35]=[CH:34][CH:33]=[C:32]([C:36]([F:39])([F:38])[F:37])[CH:31]=4)=[N:26][C:13]=3[N:14]2[C:17]([NH:19][C:20]2[CH:25]=[CH:24][CH:23]=[CH:22][N:21]=2)=[O:18])[CH2:10]1.[Li+].[B-](CC)(CC)CC, predict the reaction product. The product is: [OH:8][C@@H:9]1[C@H:15]2[CH2:16][N:11]([C:12]3[CH:29]=[CH:28][C:27]([C:30]4[CH:35]=[CH:34][CH:33]=[C:32]([C:36]([F:39])([F:38])[F:37])[CH:31]=4)=[N:26][C:13]=3[N:14]2[C:17]([NH:19][C:20]2[CH:25]=[CH:24][CH:23]=[CH:22][N:21]=2)=[O:18])[CH2:10]1. (4) The product is: [ClH:41].[NH2:8][CH:9]1[CH2:14][CH2:13][N:12]([C:15]2[CH:16]=[C:17]([CH:21]3[N:25]([C:26]4[CH:31]=[CH:30][C:29]([F:32])=[CH:28][C:27]=4[F:33])[N:24]=[C:23]([C:34]([F:40])([F:39])[C:35]([F:38])([F:37])[F:36])[CH2:22]3)[CH:18]=[CH:19][CH:20]=2)[CH2:11][CH2:10]1. Given the reactants C([NH:8][CH:9]1[CH2:14][CH2:13][N:12]([C:15]2[CH:16]=[C:17]([CH:21]3[N:25]([C:26]4[CH:31]=[CH:30][C:29]([F:32])=[CH:28][C:27]=4[F:33])[N:24]=[C:23]([C:34]([F:40])([F:39])[C:35]([F:38])([F:37])[F:36])[CH2:22]3)[CH:18]=[CH:19][CH:20]=2)[CH2:11][CH2:10]1)(OC(C)(C)C)=O.[ClH:41], predict the reaction product. (5) Given the reactants Cl.[CH:2]1([CH2:5][O:6][C:7]2[CH:12]=[C:11]([O:13][CH3:14])[CH:10]=[CH:9][C:8]=2[C:15]2[CH:20]=[CH:19][N:18]=[C:17]3[C:21]([C:25]([NH:27][CH:28]4[CH2:33][CH2:32][NH:31][CH2:30][CH2:29]4)=[O:26])=[C:22]([CH3:24])[NH:23][C:16]=23)[CH2:4][CH2:3]1.C([O:37][CH2:38][C:39](Cl)=[O:40])(=O)C, predict the reaction product. The product is: [CH:2]1([CH2:5][O:6][C:7]2[CH:12]=[C:11]([O:13][CH3:14])[CH:10]=[CH:9][C:8]=2[C:15]2[CH:20]=[CH:19][N:18]=[C:17]3[C:21]([C:25]([NH:27][CH:28]4[CH2:29][CH2:30][N:31]([C:38](=[O:37])[CH2:39][OH:40])[CH2:32][CH2:33]4)=[O:26])=[C:22]([CH3:24])[NH:23][C:16]=23)[CH2:4][CH2:3]1. (6) Given the reactants [NH2:1][C:2]1[CH:3]=[CH:4][CH:5]=[C:6]2[C:11]=1[CH:10]=[C:9]([OH:12])[CH:8]=[CH:7]2.[OH-].[Na+].N1C=CN=C1.[C:20]([Si:24](Cl)([CH3:26])[CH3:25])([CH3:23])([CH3:22])[CH3:21], predict the reaction product. The product is: [Si:24]([O:12][CH:9]1[CH2:10][C:11]2[C:2]([NH2:1])=[CH:3][CH:4]=[CH:5][C:6]=2[CH2:7][CH2:8]1)([C:20]([CH3:23])([CH3:22])[CH3:21])([CH3:26])[CH3:25].